From a dataset of Forward reaction prediction with 1.9M reactions from USPTO patents (1976-2016). Predict the product of the given reaction. (1) Given the reactants C[O:2][C:3]([C:5]1[CH:6]=[C:7]2[C:12](=[CH:13][CH:14]=1)[O:11][C:10]([C:15]1[N:20]=[CH:19][N:18]3[CH:21]=[CH:22][CH:23]=[C:17]3[CH:16]=1)=[CH:9][C:8]2=[N:24][O:25][C:26]([CH3:29])([CH3:28])[CH3:27])=O.CC(C[AlH]CC(C)C)C.Cl, predict the reaction product. The product is: [C:26]([O:25][N:24]=[C:8]1[C:7]2[C:12](=[CH:13][CH:14]=[C:5]([CH2:3][OH:2])[CH:6]=2)[O:11][C:10]([C:15]2[N:20]=[CH:19][N:18]3[CH:21]=[CH:22][CH:23]=[C:17]3[CH:16]=2)=[CH:9]1)([CH3:29])([CH3:27])[CH3:28]. (2) Given the reactants [O:1]1[CH:5]=[CH:4][CH:3]=[C:2]1[C:6]1[N:14]=[C:13]2[N:8]([C:9]([NH:28][CH2:29][CH2:30]O)=[N:10][CH:11]=[C:12]2[CH2:15][N:16]2[CH2:21][CH2:20][N:19]([C:22]3[CH:27]=[CH:26][CH:25]=[CH:24][CH:23]=3)[CH2:18][CH2:17]2)[N:7]=1.C(N(CC)CC)C.C(=O)([O-])[O-].[K+].[K+].CS(Cl)(=O)=O, predict the reaction product. The product is: [O:1]1[CH:5]=[CH:4][CH:3]=[C:2]1[C:6]1[N:14]=[C:13]2[N:8]([C:9]3[N:10]([CH:11]=[C:12]2[CH2:15][N:16]2[CH2:21][CH2:20][N:19]([C:22]4[CH:27]=[CH:26][CH:25]=[CH:24][CH:23]=4)[CH2:18][CH2:17]2)[CH2:30][CH2:29][N:28]=3)[N:7]=1. (3) Given the reactants [CH3:1][N:2]([CH:4]=[N:5][C:6]1[C:11]2[C:12]([C:15]3[CH:20]=[CH:19][C:18]([NH:21][C:22]([C:24]4[N:25]([CH3:33])[C:26]5[C:31]([CH:32]=4)=[CH:30][CH:29]=[CH:28][CH:27]=5)=[O:23])=[C:17]([O:34][CH3:35])[CH:16]=3)=[CH:13][S:14][C:10]=2[C:9]([N:36]=C(C2C=CC=CC=2)C2C=CC=CC=2)=[CH:8][N:7]=1)[CH3:3].Cl, predict the reaction product. The product is: [NH2:36][C:9]1[C:10]2[S:14][CH:13]=[C:12]([C:15]3[CH:20]=[CH:19][C:18]([NH:21][C:22]([C:24]4[N:25]([CH3:33])[C:26]5[C:31]([CH:32]=4)=[CH:30][CH:29]=[CH:28][CH:27]=5)=[O:23])=[C:17]([O:34][CH3:35])[CH:16]=3)[C:11]=2[C:6]([N:5]=[CH:4][N:2]([CH3:3])[CH3:1])=[N:7][CH:8]=1.